The task is: Predict the reaction yield, written as a fraction of the theoretical maximum amount of product (1.0 means a 100% yield; for example, 0.34 means a 34% yield).. This data is from Reaction yield outcomes from USPTO patents with 853,638 reactions. (1) The reactants are C1COCC1.C([Li])CCC.[CH3:11][C:12]#[N:13].C([O:16][C:17]([C:19]1[S:20][CH:21]=[CH:22][CH:23]=1)=O)C. The catalyst is O. The product is [O:16]=[C:17]([C:19]1[S:20][CH:21]=[CH:22][CH:23]=1)[CH2:11][C:12]#[N:13]. The yield is 0.700. (2) The reactants are [H-].[Na+].Cl[CH2:4][CH2:5][CH2:6][O:7][C:8]1[CH:13]=[CH:12][C:11]([N+:14]([O-:16])=[O:15])=[CH:10][C:9]=1[CH3:17].[CH:18]([C:21]1[NH:22][CH:23]=[CH:24][N:25]=1)([CH3:20])[CH3:19]. The catalyst is CN(C=O)C. The product is [CH:18]([C:21]1[N:22]([CH2:4][CH2:5][CH2:6][O:7][C:8]2[CH:13]=[CH:12][C:11]([N+:14]([O-:16])=[O:15])=[CH:10][C:9]=2[CH3:17])[CH:23]=[CH:24][N:25]=1)([CH3:20])[CH3:19]. The yield is 0.410. (3) The reactants are [CH3:1][CH:2]1[CH2:7][C:6](=[O:8])[CH:5]=[C:4](B2OC(C)(C)C(C)(C)O2)[CH2:3]1.C([O-])([O-])=O.[Na+].[Na+].Cl[C:25]1[CH:30]=[CH:29][N:28]=[CH:27][C:26]=1[N+:31]([O-:33])=[O:32]. The catalyst is O1CCOCC1.C1C=CC(P(C2C=CC=CC=2)[C-]2C=CC=C2)=CC=1.C1C=CC(P(C2C=CC=CC=2)[C-]2C=CC=C2)=CC=1.Cl[Pd]Cl.[Fe+2].C(Cl)Cl. The product is [CH3:1][CH:2]1[CH2:7][C:6](=[O:8])[CH:5]=[C:4]([C:25]2[CH:30]=[CH:29][N:28]=[CH:27][C:26]=2[N+:31]([O-:33])=[O:32])[CH2:3]1. The yield is 0.480. (4) The reactants are [Cl:1][C:2]1[C:3]([C:8]2([OH:18])[CH2:17][CH2:16][C:11]3([O:15][CH2:14][CH2:13][O:12]3)[CH2:10][CH2:9]2)=[N:4][CH:5]=[CH:6][CH:7]=1.[H-].[Na+].[CH3:21]I. The catalyst is O1CCCC1. The product is [Cl:1][C:2]1[C:3]([C:8]2([O:18][CH3:21])[CH2:17][CH2:16][C:11]3([O:15][CH2:14][CH2:13][O:12]3)[CH2:10][CH2:9]2)=[N:4][CH:5]=[CH:6][CH:7]=1. The yield is 0.940. (5) The reactants are [OH:1][C@@H:2]1[CH2:6][CH2:5][C@:4]([C:11]2[CH:16]=[CH:15][CH:14]=[CH:13][CH:12]=2)([C:7]([O:9][CH3:10])=[O:8])[CH2:3]1.CC(OI1(OC(C)=O)(OC(C)=O)OC(=O)C2C=CC=CC1=2)=O. The catalyst is ClCCl. The product is [O:1]=[C:2]1[CH2:6][CH2:5][C@:4]([C:11]2[CH:12]=[CH:13][CH:14]=[CH:15][CH:16]=2)([C:7]([O:9][CH3:10])=[O:8])[CH2:3]1. The yield is 0.860.